Task: Predict the reaction yield, written as a fraction of the theoretical maximum amount of product (1.0 means a 100% yield; for example, 0.34 means a 34% yield).. Dataset: Reaction yield outcomes from USPTO patents with 853,638 reactions (1) The reactants are [F:1][C:2]1[CH:7]=[C:6]([F:8])[CH:5]=[CH:4][C:3]=1[N:9]1[C:13]([C:14]2[S:23][C:22]3[C:21]4[N:24]=[C:25]([N:28]5[CH2:33][CH2:32][NH:31][CH2:30][CH2:29]5)[CH:26]=[CH:27][C:20]=4[O:19][CH2:18][CH2:17][C:16]=3[CH:15]=2)=[N:12][CH:11]=[N:10]1.CCN(C(C)C)C(C)C.[C:43](Cl)(=[O:45])[CH3:44].C(Cl)Cl.CCOC(C)=O. The catalyst is C1COCC1. The product is [F:1][C:2]1[CH:7]=[C:6]([F:8])[CH:5]=[CH:4][C:3]=1[N:9]1[C:13]([C:14]2[S:23][C:22]3[C:21]4[N:24]=[C:25]([N:28]5[CH2:29][CH2:30][N:31]([C:43](=[O:45])[CH3:44])[CH2:32][CH2:33]5)[CH:26]=[CH:27][C:20]=4[O:19][CH2:18][CH2:17][C:16]=3[CH:15]=2)=[N:12][CH:11]=[N:10]1. The yield is 0.280. (2) The reactants are [Cl:1][C:2]1[C:3]([O:12][C:13]2[CH:18]=[C:17]([O:19][CH2:20][CH2:21][CH2:22][O:23][CH3:24])[CH:16]=[CH:15][C:14]=2[CH2:25][CH2:26][C:27]([OH:29])=O)=[N:4][CH:5]=[C:6]([C:8]([F:11])([F:10])[F:9])[CH:7]=1.Cl.C(N=C=NCCCN(C)C)C.[CH2:42]([S:47]([NH2:50])(=[O:49])=[O:48])[CH2:43][CH2:44][CH2:45][CH3:46].Cl. The catalyst is C(#N)C.CN(C)C1C=CN=CC=1.C(OCC)(=O)C.C(O)C.O. The product is [Cl:1][C:2]1[C:3]([O:12][C:13]2[CH:18]=[C:17]([O:19][CH2:20][CH2:21][CH2:22][O:23][CH3:24])[CH:16]=[CH:15][C:14]=2[CH2:25][CH2:26][C:27]([NH:50][S:47]([CH2:42][CH2:43][CH2:44][CH2:45][CH3:46])(=[O:49])=[O:48])=[O:29])=[N:4][CH:5]=[C:6]([C:8]([F:9])([F:11])[F:10])[CH:7]=1. The yield is 0.620.